Dataset: Catalyst prediction with 721,799 reactions and 888 catalyst types from USPTO. Task: Predict which catalyst facilitates the given reaction. (1) Reactant: [O:1]=[C:2]1[C:10](=[O:11])[C:9]2[C:4](=[CH:5][CH:6]=[C:7]([C:12]3([C:16]([OH:18])=[O:17])[CH2:15][CH2:14][CH2:13]3)[CH:8]=2)[NH:3]1.O.[C:20]1(C)C=CC(S(O)(=O)=O)=C[CH:21]=1. Product: [O:1]=[C:2]1[C:10](=[O:11])[C:9]2[C:4](=[CH:5][CH:6]=[C:7]([C:12]3([C:16]([O:18][CH2:20][CH3:21])=[O:17])[CH2:13][CH2:14][CH2:15]3)[CH:8]=2)[NH:3]1. The catalyst class is: 8. (2) Reactant: [NH2:1][CH2:2][CH2:3][CH2:4][CH2:5][N:6]1[CH2:11][CH2:10][CH:9]([C:12]2[CH:13]=[C:14]([NH:18][C:19](=[O:23])[CH:20]([CH3:22])[CH3:21])[CH:15]=[CH:16][CH:17]=2)[CH2:8][CH2:7]1.[Cl:24][C:25]1[CH:30]=[CH:29][CH:28]=[C:27]([Cl:31])[C:26]=1[C:32]1[C:36]([C:37](Cl)=[O:38])=[C:35]([CH3:40])[O:34][N:33]=1. Product: [Cl:24][C:25]1[CH:30]=[CH:29][CH:28]=[C:27]([Cl:31])[C:26]=1[C:32]1[C:36]([C:37]([NH:1][CH2:2][CH2:3][CH2:4][CH2:5][N:6]2[CH2:7][CH2:8][CH:9]([C:12]3[CH:17]=[CH:16][CH:15]=[C:14]([NH:18][C:19](=[O:23])[CH:20]([CH3:21])[CH3:22])[CH:13]=3)[CH2:10][CH2:11]2)=[O:38])=[C:35]([CH3:40])[O:34][N:33]=1. The catalyst class is: 1. (3) Product: [C:1]([O:4][C:5]1[CH:13]=[N:22][CH:21]=[C:15]([CH:6]=1)[C:16]([Cl:18])=[O:17])(=[O:3])[CH3:2]. Reactant: [C:1]([O:4][C:5]1[CH:13]=CC(F)=C[C:6]=1C(O)=O)(=[O:3])[CH3:2].[C:15](Cl)(=O)[C:16]([Cl:18])=[O:17].[CH3:21][N:22](C=O)C. The catalyst class is: 22. (4) Reactant: [Cl:1][C:2]1[N:3]=[CH:4][NH:5][C:6]=1[Cl:7].[OH-].[K+].[Br:10][CH2:11][CH2:12][CH2:13][CH2:14][CH2:15][CH2:16][CH2:17][CH2:18][CH3:19].Cl.ClC[C:23]1[CH:32]=[CH:31][C:30]2[C:25](=[CH:26][CH:27]=CC=2)N=1. Product: [CH2:11]([N:5]1[C:6]2[C:30](=[CH:25][CH:26]=[CH:27][CH:2]=2)[CH:31]=[C:32]([CH3:23])[CH2:4]1)[CH2:12][CH2:13][CH2:14][CH2:15][CH2:16][CH2:17][CH2:18][CH3:19].[Br-:10].[Cl:1][C:2]1[NH:3][CH:4]=[NH+:5][C:6]=1[Cl:7]. The catalyst class is: 10. (5) Reactant: O.[I-:2].[I-].[I-].[I-].[CH2:6]([C:8]1[C:21]2[C:12](=[S+:13][C:14]3[C:19]([N:20]=2)=[C:18]([CH2:22][CH3:23])[CH:17]=[CH:16][CH:15]=3)[CH:11]=[CH:10][CH:9]=1)[CH3:7].C(C1C2C(=[S+]C3C(N=2)=C(CC)C=CC=3)C=CC=1)C.C(C1C2C(=[S+]C3C(N=2)=C(CC)C=CC=3)C=CC=1)C.C(C1C2C(=[S+]C3C(N=2)=C(CC)C=CC=3)C=CC=1)C.Cl.[F:79][C:80]([F:92])([F:91])[S:81]([NH:84][CH:85]1[CH2:90][CH2:89][NH:88][CH2:87][CH2:86]1)(=[O:83])=[O:82].C(N(CC)CC)C.[NH:100]1[CH2:105][CH2:104][O:103][CH2:102][CH2:101]1. Product: [I-:2].[CH2:22]([C:18]1[C:19]2[C:14](=[S+:13][C:12]3[C:21]([N:20]=2)=[C:8]([CH2:6][CH3:7])[CH:9]=[C:10]([N:88]2[CH2:89][CH2:90][CH:85]([NH:84][S:81]([C:80]([F:79])([F:91])[F:92])(=[O:83])=[O:82])[CH2:86][CH2:87]2)[CH:11]=3)[CH:15]=[C:16]([N:100]2[CH2:105][CH2:104][O:103][CH2:102][CH2:101]2)[CH:17]=1)[CH3:23]. The catalyst class is: 147. (6) Reactant: Br[C:2]1[S:6][C:5]([NH:7][C:8](=[O:10])[CH3:9])=[N:4][CH:3]=1.[CH3:11][C:12]([O:15][C:16]([N:18]1[CH2:24][C:23]2[CH:25]=[C:26](B(O)O)[CH:27]=[CH:28][C:22]=2[O:21][CH2:20][CH2:19]1)=[O:17])([CH3:14])[CH3:13].C(=O)([O-])[O-].[K+].[K+].O1CCOCC1. Product: [C:8]([NH:7][C:5]1[S:6][C:2]([C:26]2[CH:27]=[CH:28][C:22]3[O:21][CH2:20][CH2:19][N:18]([C:16]([O:15][C:12]([CH3:13])([CH3:11])[CH3:14])=[O:17])[CH2:24][C:23]=3[CH:25]=2)=[CH:3][N:4]=1)(=[O:10])[CH3:9]. The catalyst class is: 263.